This data is from Forward reaction prediction with 1.9M reactions from USPTO patents (1976-2016). The task is: Predict the product of the given reaction. Given the reactants [Cl:1][C:2]1[CH:3]=[C:4]([CH:24]=[CH:25][C:26]=1[F:27])[CH2:5][N:6]1[CH2:15][CH2:14][C:13]2[C:12]([C:16]([O:18][CH2:19]C)=[O:17])=[N:11][C:10]([OH:21])=[C:9]([OH:22])[C:8]=2[C:7]1=[O:23].[CH3:28][O-].[Mg+2].C[O-], predict the reaction product. The product is: [Cl:1][C:2]1[CH:3]=[C:4]([CH:24]=[CH:25][C:26]=1[F:27])[CH2:5][N:6]1[CH2:15][CH2:14][C:13]2[C:8](=[C:9]([OH:22])[C:10](=[O:21])[N:11]([CH3:28])[C:12]=2[C:16]([O:18][CH3:19])=[O:17])[C:7]1=[O:23].